From a dataset of Experimentally validated miRNA-target interactions with 360,000+ pairs, plus equal number of negative samples. Binary Classification. Given a miRNA mature sequence and a target amino acid sequence, predict their likelihood of interaction. (1) Result: 1 (interaction). The protein sequence of the target gene is MLASVAGPISLALVLLALCTRPAMGQDCSAQCQCAAEAAPHCPAGVSLVLDGCGCCRVCAKQLGELCTERDPCDPHKGLFCDFGSPANRKIGVCTAKDGAPCVFGGSVYRSGESFQSSCKYQCTCLDGAVGCVPLCSMDVRLPSPDCPFPRRVKLPGKCCEEWVCDEPKDRTAVGPALAAYRLEDTFGPDPTMMRANCLVQTTEWSACSKTCGMGISTRVTNDNTFCRLEKQSRLCMVRPCEADLEENIKKGKKCIRTPKIAKPVKFELSGCTSVKTYRAKFCGVCTDGRCCTPHRTTTL.... The miRNA is mmu-miR-9-5p with sequence UCUUUGGUUAUCUAGCUGUAUGA. (2) Result: 0 (no interaction). The miRNA is hsa-miR-190a-5p with sequence UGAUAUGUUUGAUAUAUUAGGU. The protein sequence of the target gene is MAYGVPRKNTVKTILRGSCYNVQEPWDIALLAKTWSTNLANIKLPFLEEISFGGSVQLTKCTTIKDGLLPSAESIKLEREYEVKRLCKLKCQENTSKEIQLLLRERPAGLRRPLPSK. (3) The miRNA is hsa-miR-4731-3p with sequence CACACAAGUGGCCCCCAACACU. The protein sequence of the target gene is MLSLKLPRLFRIDQVPQVFHEQGILFGYRHPQSSATACILSLFQMTNETLNIWTHLLPFWFFVWRFMTALYVTDIQNDSYSWPMLVYMCTSCVYPLASSCAHTFSSMSKNARHICYFLDYGAVNLFSLGSAIAYSAYTFPDALVCSTFHECYVALAVLNTILSTGLSCYSRFLELQKPRLCKLLRVLAFAYPYTWDSLPIFYRLFLFPGESSRNEAMLYHQKHMGMTLLASFFYSAHLPERLAPGRFDYIGHSHQLFHVCVILATHLQMEAILLDKTLRREWLLATSRPFSFPQIAAAML.... Result: 0 (no interaction). (4) The miRNA is hsa-miR-2115-5p with sequence AGCUUCCAUGACUCCUGAUGGA. The protein sequence of the target gene is MGLKKMKGLSYDEAFAMANDPLEGFHEVNLASPTSPDLLGVYESGTQEQTTSPSVIYRPHPSALSSVPIQANALDVSELPTQPVYSSPRRLNCAEISSISFHVTDPAPCSTSGVTAGLTKLTTRKDNYNAEREFLQGATITEACDGSDDIFGLSTDSLSRLRSPSVLEVREKGYERLKEELAKAQRELKLKDEECERLSKVRDQLGQELEELTASLFEEAHKMVREANIKQATAEKQLKEAQGKIDVLQAEVAALKTLVLSSSPTSPTQEPLPGGKTPFKKGHTRNKSTSSAMSGSHQDL.... Result: 1 (interaction). (5) The miRNA is mmu-miR-1898 with sequence AGGUCAAGGUUCACAGGGGAUC. The protein sequence of the target gene is MTTTTTFKGVDPNSRNSSRVLRPPGGGSNFSLGFDEPAEQPVRKNKMASNIFGTPEENPPSWAKSAGSKSSGGREDSESPGTQRSNSSEASSGDFLDLKGEGDMHENVDTDFQANLAQMEEKPVPAAPVPSPVAPAPVPSRRNPPGGKSSLVLG. Result: 0 (no interaction). (6) The miRNA is cel-miR-57-5p with sequence UACCCUGUAGAUCGAGCUGUGUGU. The protein sequence of the target gene is MAASMFYGRQLAAAALRSHRPQTTLRAAAQVLGNSGLFNKHGLQVQQQQQRTLSLHEYLSMELLQEAGVSVPKGFVAKSSDEAYAIAKKLGSKDVVIKAQVLAGGRGKGTFTSGLKGGVKIVFSPEEAKAVSSQMIGQKLITKQTGEKGRICNQVLVCERKYPRREYYFAITMERSFQGPVLIGSAQGGVNIEDVAAENPEAIVKEPIDIVEGIKKEQAVTLAQKMGFPSNIVDSAAENMIKLYNLFLKYDATMVEINPMVEDSDGKVLCMDAKINFDSNSAYRQKKIFDLQDWSQEDER.... Result: 0 (no interaction). (7) The miRNA is hsa-miR-6792-3p with sequence CUCCUCCACAGCCCCUGCUCAU. The protein sequence of the target gene is MSSPDAGYASDDQSQTQSALPAVMAGLGPCPWAESLSPIGDMKVKGEAPANSGAPAGAAGRAKGESRIRRPMNAFMVWAKDERKRLAQQNPDLHNAELSKMLGKSWKALTLAEKRPFVEEAERLRVQHMQDHPNYKYRPRRRKQVKRLKRVEGGFLHGLAEPQAAALGPEGGRVAMDGLGLQFPEQGFPAGPPLLPPHMGGHYRDCQSLGAPPLDGYPLPTPDTSPLDGVDPDPAFFAAPMPGDCPAAGTYSYAQVSDYAGPPEPPAGPMHPRLGPEPAGPSIPGLLAPPSALHVYYGAM.... Result: 1 (interaction).